Dataset: Catalyst prediction with 721,799 reactions and 888 catalyst types from USPTO. Task: Predict which catalyst facilitates the given reaction. Reactant: [Cl:1][C:2]1[CH:3]=[C:4]([CH:8]=[C:9]([Cl:12])[C:10]=1[OH:11])[C:5]([OH:7])=O.C(N(CC)CC)C.Cl.CN(C)CCCN=C=NCC.OC1C=CC=C[N+]=1[O-].[CH:40]1[C:53]2[N:52]([CH2:54][C:55]([NH:57][NH2:58])=[O:56])[C:51]3[C:46](=[CH:47][CH:48]=[CH:49][CH:50]=3)[S:45][C:44]=2[CH:43]=[CH:42][CH:41]=1. Product: [CH:50]1[C:51]2[N:52]([CH2:54][C:55]([NH:57][NH:58][C:5](=[O:7])[C:4]3[CH:8]=[C:9]([Cl:12])[C:10]([OH:11])=[C:2]([Cl:1])[CH:3]=3)=[O:56])[C:53]3[C:44](=[CH:43][CH:42]=[CH:41][CH:40]=3)[S:45][C:46]=2[CH:47]=[CH:48][CH:49]=1. The catalyst class is: 18.